This data is from Catalyst prediction with 721,799 reactions and 888 catalyst types from USPTO. The task is: Predict which catalyst facilitates the given reaction. (1) Reactant: [CH3:1][N:2]1[C:6]2=[N:7][C:8]([N:11]3[CH:16]=[CH:15][C:14]([C:17]4[CH:22]=[CH:21][C:20]([C:23]([F:26])([F:25])[F:24])=[CH:19][CH:18]=4)=[CH:13][C:12]3=[O:27])=[CH:9][CH:10]=[C:5]2[C:4]2[CH2:28][NH:29][CH2:30][CH2:31][C:3]1=2.[ClH:32]. Product: [ClH:32].[CH3:1][N:2]1[C:6]2=[N:7][C:8]([N:11]3[CH:16]=[CH:15][C:14]([C:17]4[CH:18]=[CH:19][C:20]([C:23]([F:26])([F:25])[F:24])=[CH:21][CH:22]=4)=[CH:13][C:12]3=[O:27])=[CH:9][CH:10]=[C:5]2[C:4]2[CH2:28][NH:29][CH2:30][CH2:31][C:3]1=2. The catalyst class is: 5. (2) Reactant: CON(C)[C:4](=[O:16])[C:5]1[CH:10]=[CH:9][C:8]([C:11]([F:14])([F:13])[F:12])=[C:7]([CH3:15])[CH:6]=1.[CH3:18][Mg]Br.C(OCC)C.Cl. Product: [CH3:15][C:7]1[CH:6]=[C:5]([C:4](=[O:16])[CH3:18])[CH:10]=[CH:9][C:8]=1[C:11]([F:14])([F:13])[F:12]. The catalyst class is: 49. (3) Reactant: [N:1]1([CH2:6][CH2:7][CH2:8][CH2:9][CH2:10][NH2:11])[CH2:5][CH2:4][CH2:3][CH2:2]1.[C:12](O[C:12]([O:14][C:15]([CH3:18])([CH3:17])[CH3:16])=[O:13])([O:14][C:15]([CH3:18])([CH3:17])[CH3:16])=[O:13].[OH-].[Na+]. Product: [C:15]([O:14][C:12](=[O:13])[NH:11][CH2:10][CH2:9][CH2:8][CH2:7][CH2:6][N:1]1[CH2:5][CH2:4][CH2:3][CH2:2]1)([CH3:18])([CH3:17])[CH3:16]. The catalyst class is: 4. (4) Reactant: [CH3:1][O:2][C:3]1[CH:4]=[CH:5][CH:6]=[C:7]2[C:11]=1[NH:10][CH:9]=[CH:8]2.[H-].[Na+].Br[CH2:15][CH:16]1[CH2:21][CH2:20][CH2:19][CH2:18][CH2:17]1. Product: [CH:16]1([CH2:15][N:10]2[C:11]3[C:7](=[CH:6][CH:5]=[CH:4][C:3]=3[O:2][CH3:1])[CH:8]=[CH:9]2)[CH2:21][CH2:20][CH2:19][CH2:18][CH2:17]1. The catalyst class is: 9. (5) Reactant: [Cl:1][C:2]1[CH:7]=[CH:6][C:5]([CH:8]([N:20]2[CH2:25][CH2:24][CH2:23][CH2:22][CH2:21]2)[C:9]([O:11][C@@H:12]2[CH:17]3[CH2:18][CH2:19][N:14]([CH2:15][CH2:16]3)[CH2:13]2)=[O:10])=[CH:4][CH:3]=1.[Br:26][CH2:27][C:28]([C:30]1[CH:35]=[CH:34][CH:33]=[CH:32][CH:31]=1)=[O:29]. Product: [Br-:26].[Cl:1][C:2]1[CH:7]=[CH:6][C:5]([CH:8]([N:20]2[CH2:21][CH2:22][CH2:23][CH2:24][CH2:25]2)[C:9]([O:11][C@@H:12]2[CH:17]3[CH2:18][CH2:19][N+:14]([CH2:27][C:28](=[O:29])[C:30]4[CH:35]=[CH:34][CH:33]=[CH:32][CH:31]=4)([CH2:15][CH2:16]3)[CH2:13]2)=[O:10])=[CH:4][CH:3]=1. The catalyst class is: 10. (6) Reactant: [OH:1][C:2]1[CH:10]=[CH:9][C:8]([C:11]2[N:12]([C:27]([O:29][C:30]([CH3:33])([CH3:32])[CH3:31])=[O:28])[C:13]3[C:18]([CH:19]=2)=[CH:17][C:16]([CH2:20][N:21]2[CH2:26][CH2:25][CH2:24][CH2:23][CH2:22]2)=[CH:15][CH:14]=3)=[C:7]2[C:3]=1[CH2:4][NH:5][C:6]2=[O:34].C(N(CC)CC)C.[CH3:42][O:43][C:44]1[CH:45]=[C:46]([S:52](Cl)(=[O:54])=[O:53])[CH:47]=[CH:48][C:49]=1[O:50][CH3:51]. Product: [CH3:42][O:43][C:44]1[CH:45]=[C:46]([S:52]([O:1][C:2]2[CH:10]=[CH:9][C:8]([C:11]3[N:12]([C:27]([O:29][C:30]([CH3:31])([CH3:33])[CH3:32])=[O:28])[C:13]4[C:18]([CH:19]=3)=[CH:17][C:16]([CH2:20][N:21]3[CH2:26][CH2:25][CH2:24][CH2:23][CH2:22]3)=[CH:15][CH:14]=4)=[C:7]3[C:3]=2[CH2:4][NH:5][C:6]3=[O:34])(=[O:53])=[O:54])[CH:47]=[CH:48][C:49]=1[O:50][CH3:51]. The catalyst class is: 10.